This data is from Full USPTO retrosynthesis dataset with 1.9M reactions from patents (1976-2016). The task is: Predict the reactants needed to synthesize the given product. (1) Given the product [OH:2][C:3]1[CH:8]=[C:7]([O:9][C:10]([F:11])([F:12])[F:13])[CH:6]=[CH:5][C:4]=1[C:14](=[O:16])[CH3:15], predict the reactants needed to synthesize it. The reactants are: C[O:2][C:3]1[CH:8]=[C:7]([O:9][C:10]([F:13])([F:12])[F:11])[CH:6]=[CH:5][C:4]=1[C:14](=[O:16])[CH3:15].B(Cl)(Cl)Cl. (2) Given the product [CH3:1][C@@H:2]1[C@@H:4]([C:5]2[CH:10]=[CH:9][CH:8]=[CH:7][CH:6]=2)[N:3]1[S:20]([CH3:19])(=[O:22])=[O:21], predict the reactants needed to synthesize it. The reactants are: [CH3:1][C@@H:2]1[C@@H:4]([C:5]2[CH:10]=[CH:9][CH:8]=[CH:7][CH:6]=2)[NH:3]1.C(N(C)C(C)C)(C)C.[CH3:19][S:20](Cl)(=[O:22])=[O:21]. (3) Given the product [OH:28][C:27]1[CH:26]=[CH:25][C:6]([CH2:7][N:8]2[C:16]3[C:11](=[C:12]([NH:17][C:18](=[O:24])[C:19]([O:21][CH2:22][CH3:23])=[O:20])[CH:13]=[CH:14][CH:15]=3)[CH:10]=[CH:9]2)=[CH:5][C:4]=1[CH:1]([CH3:2])[CH3:3], predict the reactants needed to synthesize it. The reactants are: [CH:1]([C:4]1[CH:5]=[C:6]([CH:25]=[CH:26][C:27]=1[O:28][Si](C(C)C)(C(C)C)C(C)C)[CH2:7][N:8]1[C:16]2[C:11](=[C:12]([NH:17][C:18](=[O:24])[C:19]([O:21][CH2:22][CH3:23])=[O:20])[CH:13]=[CH:14][CH:15]=2)[CH:10]=[CH:9]1)([CH3:3])[CH3:2].[F-].C([N+](CCCC)(CCCC)CCCC)CCC.